From a dataset of Peptide-MHC class I binding affinity with 185,985 pairs from IEDB/IMGT. Regression. Given a peptide amino acid sequence and an MHC pseudo amino acid sequence, predict their binding affinity value. This is MHC class I binding data. (1) The binding affinity (normalized) is 0.213. The peptide sequence is FVFAPTHGL. The MHC is HLA-B15:42 with pseudo-sequence HLA-B15:42. (2) The peptide sequence is YMFFVIKNL. The MHC is HLA-A02:01 with pseudo-sequence HLA-A02:01. The binding affinity (normalized) is 0.718. (3) The peptide sequence is SSMNSDAAY. The MHC is HLA-A03:01 with pseudo-sequence HLA-A03:01. The binding affinity (normalized) is 0.0847. (4) The MHC is HLA-B35:01 with pseudo-sequence HLA-B35:01. The binding affinity (normalized) is 0.150. The peptide sequence is YQYSGYRGY. (5) The peptide sequence is FTMTHRRPTI. The MHC is HLA-B51:01 with pseudo-sequence HLA-B51:01. The binding affinity (normalized) is 0.0825. (6) The peptide sequence is TSAPTTCSVL. The MHC is HLA-B53:01 with pseudo-sequence HLA-B53:01. The binding affinity (normalized) is 0. (7) The peptide sequence is KGPDKLQVY. The MHC is HLA-A69:01 with pseudo-sequence HLA-A69:01. The binding affinity (normalized) is 0.0847. (8) The peptide sequence is IPFIAYFVLM. The MHC is HLA-B07:02 with pseudo-sequence HLA-B07:02. The binding affinity (normalized) is 0.0216. (9) The peptide sequence is SSEADCFTY. The MHC is HLA-A02:06 with pseudo-sequence HLA-A02:06. The binding affinity (normalized) is 0.0847.